This data is from Catalyst prediction with 721,799 reactions and 888 catalyst types from USPTO. The task is: Predict which catalyst facilitates the given reaction. (1) Reactant: I[C:2]1[CH:7]=[CH:6][C:5]([O:8][CH:9]2[CH2:14][CH2:13][N:12]([C:15]([O:17][C:18]([CH3:21])([CH3:20])[CH3:19])=[O:16])[CH2:11][CH2:10]2)=[CH:4][CH:3]=1.C([Li])CCC.[CH2:27]([O:34][C:35]([N:37]1[CH2:42][CH2:41][C:40](=[O:43])[CH2:39][CH2:38]1)=[O:36])[C:28]1[CH:33]=[CH:32][CH:31]=[CH:30][CH:29]=1.[Cl-].[NH4+]. Product: [CH3:19][C:18]([O:17][C:15]([N:12]1[CH2:13][CH2:14][CH:9]([O:8][C:5]2[CH:6]=[CH:7][C:2]([C:40]3([OH:43])[CH2:39][CH2:38][N:37]([C:35]([O:34][CH2:27][C:28]4[CH:33]=[CH:32][CH:31]=[CH:30][CH:29]=4)=[O:36])[CH2:42][CH2:41]3)=[CH:3][CH:4]=2)[CH2:10][CH2:11]1)=[O:16])([CH3:21])[CH3:20]. The catalyst class is: 1. (2) The catalyst class is: 570. Reactant: [CH3:1][C:2]1[C:7]([C:8](=[O:10])[CH3:9])=[C:6]([CH3:11])[CH:5]=[C:4]([CH3:12])[N:3]=1.[Br:13]Br. Product: [BrH:13].[Br:13][CH2:9][C:8]([C:7]1[C:2]([CH3:1])=[N:3][C:4]([CH3:12])=[CH:5][C:6]=1[CH3:11])=[O:10]. (3) Product: [Cl:26][C:23]1[CH:24]=[CH:25][C:20]([NH:19][C:13]2[C:12]3[C:17](=[CH:18][C:9]([O:6][CH2:5][CH2:4][O:3][CH3:2])=[C:10]([N+:28]([O-:30])=[O:29])[CH:11]=3)[N:16]=[CH:15][N:14]=2)=[C:21]([F:27])[CH:22]=1. Reactant: [Na].[CH3:2][O:3][CH2:4][CH2:5][OH:6].Cl.Cl[C:9]1[CH:18]=[C:17]2[C:12]([C:13]([NH:19][C:20]3[CH:25]=[CH:24][C:23]([Cl:26])=[CH:22][C:21]=3[F:27])=[N:14][CH:15]=[N:16]2)=[CH:11][C:10]=1[N+:28]([O-:30])=[O:29]. The catalyst class is: 86. (4) Reactant: [CH3:1][O:2][C:3]1[CH:8]=[CH:7][C:6]([C:9]2[CH:14]=[CH:13][C:12]([S:15]([NH:18][CH:19]([C:24]3([CH3:40])[CH2:28][CH2:27][CH:26]([N:29]([CH2:33][C:34]4[CH:39]=[CH:38][CH:37]=[CH:36][CH:35]=4)[C:30](=[O:32])[CH3:31])[CH2:25]3)[C:20]([O:22]C)=[O:21])(=[O:17])=[O:16])=[CH:11][CH:10]=2)=[CH:5][CH:4]=1.C(N)C1C=CC=CC=1.C(Cl)(=O)C. Product: [CH3:1][O:2][C:3]1[CH:8]=[CH:7][C:6]([C:9]2[CH:10]=[CH:11][C:12]([S:15]([NH:18][CH:19]([C:24]3([CH3:40])[CH2:28][CH2:27][CH:26]([N:29]([CH2:33][C:34]4[CH:39]=[CH:38][CH:37]=[CH:36][CH:35]=4)[C:30](=[O:32])[CH3:31])[CH2:25]3)[C:20]([OH:22])=[O:21])(=[O:16])=[O:17])=[CH:13][CH:14]=2)=[CH:5][CH:4]=1. The catalyst class is: 424. (5) Reactant: [CH3:1][O:2][C:3]1[CH:8]=[C:7]([N:9]2[CH2:14][CH2:13][C:12]3[CH:15]=[C:16]([C:18]4[CH:23]=[CH:22][C:21]([O:24][CH3:25])=[CH:20][CH:19]=4)[S:17][C:11]=3[C:10]2=[O:26])[CH:6]=[CH:5][C:4]=1[O:27]S(C1C=CC(C)=CC=1)(=O)=O.[OH-].[K+].CCO.Cl. Product: [OH:27][C:4]1[CH:5]=[CH:6][C:7]([N:9]2[CH2:14][CH2:13][C:12]3[CH:15]=[C:16]([C:18]4[CH:23]=[CH:22][C:21]([O:24][CH3:25])=[CH:20][CH:19]=4)[S:17][C:11]=3[C:10]2=[O:26])=[CH:8][C:3]=1[O:2][CH3:1]. The catalyst class is: 6.